The task is: Predict the reactants needed to synthesize the given product.. This data is from Full USPTO retrosynthesis dataset with 1.9M reactions from patents (1976-2016). (1) Given the product [I:26][C:3]1[CH:4]=[C:5]([CH2:9][C:10]([OH:23])([P:17](=[O:22])([O:20][CH3:21])[O:18][CH3:19])[P:11](=[O:16])([O:14][CH3:15])[O:12][CH3:13])[CH:6]=[CH:7][CH:8]=1, predict the reactants needed to synthesize it. The reactants are: C[Si](C)(C)[C:3]1[CH:4]=[C:5]([CH2:9][C:10]([OH:23])([P:17](=[O:22])([O:20][CH3:21])[O:18][CH3:19])[P:11](=[O:16])([O:14][CH3:15])[O:12][CH3:13])[CH:6]=[CH:7][CH:8]=1.[I:26]Cl. (2) Given the product [NH2:26][C@H:23]1[CH2:22][CH2:21][C@H:20]([O:19][C:15]2[CH:14]=[C:13]3[C:18](=[CH:17][CH:16]=2)[C:9](=[O:8])[NH:10][CH:11]=[CH:12]3)[CH2:25][CH2:24]1, predict the reactants needed to synthesize it. The reactants are: C([O:8][C:9]1[C:18]2[C:13](=[CH:14][C:15]([O:19][C@H:20]3[CH2:25][CH2:24][C@H:23]([NH:26]C(=O)C)[CH2:22][CH2:21]3)=[CH:16][CH:17]=2)[CH:12]=[CH:11][N:10]=1)C1C=CC=CC=1. (3) Given the product [C:7]1([CH:8]=[CH:24][C:21]2[CH:22]=[CH:23][C:18]([OH:17])=[CH:19][CH:20]=2)[CH:6]=[C:5]([OH:4])[CH:12]=[C:11]([OH:13])[CH:10]=1, predict the reactants needed to synthesize it. The reactants are: C([O:4][C:5]1[CH:6]=[C:7]([CH:10]=[C:11]([O:13]C(=O)C)[CH:12]=1)[CH:8]=O)(=O)C.[OH:17][C:18]1[CH:23]=[CH:22][C:21]([CH2:24]C(O)=O)=[CH:20][CH:19]=1.N1CCCCC1.CC1NC=CN=1.C[O-].[Na+]. (4) Given the product [NH2:1][C:2]1[N:7]([CH3:8])[C:6](=[O:9])[C:5]([CH3:10])([CH3:11])[C@:4]([C:13]2[CH:18]=[C:17]([NH:19][CH:22]3[CH2:27][CH:26]4[CH2:28][CH:23]3[CH2:24][CH:25]4[O:29][C:30](=[O:32])[CH3:31])[CH:16]=[CH:15][C:14]=2[F:20])([CH3:12])[N:3]=1, predict the reactants needed to synthesize it. The reactants are: [NH2:1][C:2]1[N:7]([CH3:8])[C:6](=[O:9])[C:5]([CH3:11])([CH3:10])[C@:4]([C:13]2[CH:18]=[C:17]([NH2:19])[CH:16]=[CH:15][C:14]=2[F:20])([CH3:12])[N:3]=1.O=[C:22]1[CH2:27][CH:26]2[CH2:28][CH:23]1[CH2:24][CH:25]2[O:29][C:30](=[O:32])[CH3:31].[B][B][B][B][B][B][B][B][B][B]. (5) Given the product [CH3:1][O:2][CH2:3][CH:4]([N:7]1[C:15]2[CH:14]=[CH:13][NH:12][C:11](=[O:16])[C:10]=2[C:9]([C:17]2[CH:18]=[CH:19][C:20]([C:21]([NH2:22])=[O:26])=[CH:23][CH:24]=2)=[CH:8]1)[CH2:5][CH3:6], predict the reactants needed to synthesize it. The reactants are: [CH3:1][O:2][CH2:3][CH:4]([N:7]1[C:15]2[CH:14]=[CH:13][NH:12][C:11](=[O:16])[C:10]=2[C:9]([C:17]2[CH:24]=[CH:23][C:20]([C:21]#[N:22])=[CH:19][CH:18]=2)=[CH:8]1)[CH2:5][CH3:6].C(=O)([O-])[O-:26].[K+].[K+].OO. (6) Given the product [S:9]1[CH:8]=[C:7]([CH2:10][NH:15][S:12]([NH2:16])(=[O:14])=[O:13])[C:5]2[CH:6]=[CH:1][CH:2]=[CH:3][C:4]1=2, predict the reactants needed to synthesize it. The reactants are: [CH:1]1[CH:6]=[C:5]2[C:7]([CH:10]=O)=[CH:8][S:9][C:4]2=[CH:3][CH:2]=1.[S:12]([NH2:16])([NH2:15])(=[O:14])=[O:13].[BH4-].[Na+]. (7) Given the product [Cl:34][C:28]1[C:27]([CH3:35])=[C:26]([NH:25][C@@H:11]([C:12]2[O:13][C:14]([C:17]3[CH:18]=[CH:19][C:20]([C:23]#[N:24])=[CH:21][CH:22]=3)=[N:15][N:16]=2)[CH2:10][CH2:9][OH:8])[CH:33]=[CH:32][C:29]=1[C:30]#[N:31], predict the reactants needed to synthesize it. The reactants are: [Si]([O:8][CH2:9][CH2:10][C@@H:11]([NH:25][C:26]1[CH:33]=[CH:32][C:29]([C:30]#[N:31])=[C:28]([Cl:34])[C:27]=1[CH3:35])[C:12]1[O:13][C:14]([C:17]2[CH:22]=[CH:21][C:20]([C:23]#[N:24])=[CH:19][CH:18]=2)=[N:15][N:16]=1)(C(C)(C)C)(C)C.[F-].C([N+](CCCC)(CCCC)CCCC)CCC. (8) Given the product [NH2:32][C:33]1[C:34]([C:41]([N:43]=[C:44]([NH2:47])[NH:3][CH2:4][CH2:5][CH2:6][CH2:7][C:8]2[CH:21]=[CH:20][C:11]([O:12][CH2:13][CH2:14][NH:15][CH2:16][C:17]([NH2:19])=[O:18])=[CH:10][CH:9]=2)=[O:42])=[N:35][C:36]([Cl:40])=[C:37]([NH2:39])[N:38]=1, predict the reactants needed to synthesize it. The reactants are: Cl.Cl.[NH2:3][CH2:4][CH2:5][CH2:6][CH2:7][C:8]1[CH:21]=[CH:20][C:11]([O:12][CH2:13][CH2:14][NH:15][CH2:16][C:17]([NH2:19])=[O:18])=[CH:10][CH:9]=1.CCN(C(C)C)C(C)C.I.[NH2:32][C:33]1[C:34]([C:41]([NH:43][C:44](=[NH:47])SC)=[O:42])=[N:35][C:36]([Cl:40])=[C:37]([NH2:39])[N:38]=1. (9) Given the product [CH3:65][O:64][C:62]1[CH:61]=[CH:60][C:59]([CH2:66][CH2:67][C:68]2[CH:69]=[CH:70][C:71]([O:74][CH3:75])=[CH:72][CH:73]=2)=[C:58]([C:54]2[CH:55]=[CH:56][CH:57]=[C:52]([OH:51])[CH:53]=2)[CH:63]=1, predict the reactants needed to synthesize it. The reactants are: FC(F)(F)S(OC1C=C(OC)C=CC=1CCC1C=CC(OC)=CC=1)(=O)=O.C(OC1C=C(B(O)O)C=CC=1)C1C=CC=CC=1.C([O:51][C:52]1[CH:53]=[C:54]([C:58]2[CH:63]=[C:62]([O:64][CH3:65])[CH:61]=[CH:60][C:59]=2[CH2:66][CH2:67][C:68]2[CH:73]=[CH:72][C:71]([O:74][CH3:75])=[CH:70][CH:69]=2)[CH:55]=[CH:56][CH:57]=1)C1C=CC=CC=1.